This data is from Forward reaction prediction with 1.9M reactions from USPTO patents (1976-2016). The task is: Predict the product of the given reaction. Given the reactants [F:1][CH2:2][C@@H:3]1[C@@H:7]([C:8]2[CH:13]=[CH:12][C:11](I)=[CH:10][CH:9]=2)[O:6][C:5]([CH3:16])([CH3:15])[N:4]1[C:17]([O:19][C:20]([CH3:23])([CH3:22])[CH3:21])=[O:18].[C:24]([Si:26]([CH3:29])([CH3:28])[CH3:27])#[CH:25].N1CCCCC1, predict the reaction product. The product is: [F:1][CH2:2][C@@H:3]1[C@@H:7]([C:8]2[CH:13]=[CH:12][C:11]([C:25]#[C:24][Si:26]([CH3:29])([CH3:28])[CH3:27])=[CH:10][CH:9]=2)[O:6][C:5]([CH3:16])([CH3:15])[N:4]1[C:17]([O:19][C:20]([CH3:23])([CH3:22])[CH3:21])=[O:18].